From a dataset of Reaction yield outcomes from USPTO patents with 853,638 reactions. Predict the reaction yield, written as a fraction of the theoretical maximum amount of product (1.0 means a 100% yield; for example, 0.34 means a 34% yield). The reactants are [CH2:1]([N:3]([CH2:36][CH3:37])[CH2:4][CH2:5][CH2:6][NH:7][C:8]1[N:9]=[C:10]([C:27]2[CH:35]=[CH:34][C:30]([C:31]([OH:33])=O)=[CH:29][CH:28]=2)[C:11]2[CH:17]=[CH:16][C:15](=[O:18])[N:14]([C:19]3[C:24]([F:25])=[CH:23][CH:22]=[CH:21][C:20]=3[F:26])[C:12]=2[N:13]=1)[CH3:2].CN(C(ON1N=NC2C=CC=CC1=2)=[N+](C)C)C.F[P-](F)(F)(F)(F)F.C(N(CC)CC)C.[NH2:69][C:70]1[S:71][CH:72]=[CH:73][N:74]=1. The catalyst is CN(C=O)C. The product is [CH2:36]([N:3]([CH2:1][CH3:2])[CH2:4][CH2:5][CH2:6][NH:7][C:8]1[N:9]=[C:10]([C:27]2[CH:28]=[CH:29][C:30]([C:31]([NH:69][C:70]3[S:71][CH:72]=[CH:73][N:74]=3)=[O:33])=[CH:34][CH:35]=2)[C:11]2[CH:17]=[CH:16][C:15](=[O:18])[N:14]([C:19]3[C:20]([F:26])=[CH:21][CH:22]=[CH:23][C:24]=3[F:25])[C:12]=2[N:13]=1)[CH3:37]. The yield is 0.180.